This data is from Forward reaction prediction with 1.9M reactions from USPTO patents (1976-2016). The task is: Predict the product of the given reaction. (1) Given the reactants C[O:2][C:3](=[O:16])[CH2:4][N:5]1[C:10]2[CH:11]=[CH:12][CH:13]=[CH:14][C:9]=2[S:8][CH2:7][C:6]1=[O:15].[OH-].[Na+], predict the reaction product. The product is: [O:15]=[C:6]1[N:5]([CH2:4][C:3]([OH:16])=[O:2])[C:10]2[CH:11]=[CH:12][CH:13]=[CH:14][C:9]=2[S:8][CH2:7]1. (2) Given the reactants Cl[C:2]1[CH:7]=[C:6]([F:8])[C:5]([C:9]2[CH:14]=[C:13]([N+:15]([O-:17])=[O:16])[CH:12]=[CH:11][C:10]=2[O:18][C:19]2[CH:24]=[CH:23][C:22]([F:25])=[CH:21][C:20]=2[F:26])=[CH:4][N:3]=1.[OH-:27].[K+].CC(C1C=C(C(C)C)C(C2C=CC=CC=2P(C2CCCCC2)C2CCCCC2)=C(C(C)C)C=1)C.Cl, predict the reaction product. The product is: [F:26][C:20]1[CH:21]=[C:22]([F:25])[CH:23]=[CH:24][C:19]=1[O:18][C:10]1[CH:11]=[CH:12][C:13]([N+:15]([O-:17])=[O:16])=[CH:14][C:9]=1[C:5]1[C:6]([F:8])=[CH:7][C:2]([OH:27])=[N:3][CH:4]=1. (3) Given the reactants [H-].[Na+].[CH:3]([C:6]1[C:12]2[CH:13]=[CH:14][CH:15]=[CH:16][C:11]=2[NH:10][C:9](=[O:17])[CH:8]([NH:18][C:19]([NH:21][C:22]2[CH:27]=[CH:26][CH:25]=[C:24]([CH3:28])[CH:23]=2)=[O:20])[N:7]=1)([CH3:5])[CH3:4].Br[CH2:30][C:31]([N:33]1[CH2:39][CH:38]2[CH2:40][CH2:41][CH:35]([CH2:36][CH2:37]2)[CH2:34]1)=[O:32], predict the reaction product. The product is: [CH:38]12[CH2:40][CH2:41][CH:35]([CH2:36][CH2:37]1)[CH2:34][N:33]([C:31]([CH2:30][N:10]1[C:11]3[CH:16]=[CH:15][CH:14]=[CH:13][C:12]=3[C:6]([CH:3]([CH3:5])[CH3:4])=[N:7][CH:8]([NH:18][C:19]([NH:21][C:22]3[CH:27]=[CH:26][CH:25]=[C:24]([CH3:28])[CH:23]=3)=[O:20])[C:9]1=[O:17])=[O:32])[CH2:39]2. (4) Given the reactants [H-].[Na+].[OH:3][C:4]1([C:7]([O:9][CH2:10][CH3:11])=[O:8])[CH2:6][CH2:5]1.[Br:12][C:13]1[CH:18]=[CH:17][C:16](F)=[C:15]([N+:20]([O-:22])=[O:21])[CH:14]=1, predict the reaction product. The product is: [Br:12][C:13]1[CH:18]=[CH:17][C:16]([O:3][C:4]2([C:7]([O:9][CH2:10][CH3:11])=[O:8])[CH2:6][CH2:5]2)=[C:15]([N+:20]([O-:22])=[O:21])[CH:14]=1. (5) Given the reactants [F:1][C:2]1([F:33])[CH2:4][CH:3]1[CH2:5][N:6]1[C:14]2[C:9](=[N:10][C:11]([C:15]3[CH:16]4[CH2:22][CH2:21][CH:19]([CH:20]=3)[N:18](C3C=CC(OC)=CC=3)[CH2:17]4)=[CH:12][CH:13]=2)[N:8]([CH3:31])[C:7]1=[O:32].CC#N.OS(O)(=O)=O.I(O)(=O)(=O)=O, predict the reaction product. The product is: [CH:19]12[CH2:21][CH2:22][CH:16]([C:15]([C:11]3[N:10]=[C:9]4[N:8]([CH3:31])[C:7](=[O:32])[N:6]([CH2:5][CH:3]5[CH2:4][C:2]5([F:1])[F:33])[C:14]4=[CH:13][CH:12]=3)=[CH:20]1)[CH2:17][NH:18]2. (6) Given the reactants Cl[C:2]1[N:7]=[C:6]([CH2:8][NH:9][CH2:10][CH2:11][O:12][CH3:13])[CH:5]=[C:4]([N:14]2[CH2:19][CH2:18][O:17][CH2:16][CH2:15]2)[N:3]=1.[NH:20]1[C:28]2[CH:27]=[CH:26][CH:25]=[C:24](B(O)O)[C:23]=2[CH:22]=[CH:21]1, predict the reaction product. The product is: [NH:20]1[C:28]2[C:23](=[C:24]([C:2]3[N:7]=[C:6]([CH2:8][NH:9][CH2:10][CH2:11][O:12][CH3:13])[CH:5]=[C:4]([N:14]4[CH2:19][CH2:18][O:17][CH2:16][CH2:15]4)[N:3]=3)[CH:25]=[CH:26][CH:27]=2)[CH:22]=[CH:21]1. (7) The product is: [CH2:13]([O:15][C:16](=[O:35])[CH2:17][C:18]1[CH:19]=[C:20]([C:2]2[CH:9]=[CH:8][C:7]([N+:10]([O-:12])=[O:11])=[CH:6][C:3]=2[CH:4]=[O:5])[C:21]([O:24][CH3:25])=[CH:22][CH:23]=1)[CH3:14]. Given the reactants Br[C:2]1[CH:9]=[CH:8][C:7]([N+:10]([O-:12])=[O:11])=[CH:6][C:3]=1[CH:4]=[O:5].[CH2:13]([O:15][C:16](=[O:35])[CH2:17][C:18]1[CH:23]=[CH:22][C:21]([O:24][CH3:25])=[C:20](B2OC(C)(C)C(C)(C)O2)[CH:19]=1)[CH3:14], predict the reaction product.